From a dataset of Full USPTO retrosynthesis dataset with 1.9M reactions from patents (1976-2016). Predict the reactants needed to synthesize the given product. (1) Given the product [Cl:16][C:12]1[N:11]=[C:10]([CH2:9][N:8]2[CH2:2][CH2:3][CH2:4][S:5]2(=[O:7])=[O:6])[CH:15]=[CH:14][N:13]=1, predict the reactants needed to synthesize it. The reactants are: Cl[CH2:2][CH2:3][CH2:4][S:5]([NH:8][CH2:9][C:10]1[CH:15]=[CH:14][N:13]=[C:12]([Cl:16])[N:11]=1)(=[O:7])=[O:6].[H-].[Na+]. (2) Given the product [CH2:2]([O:9][C:10](=[O:18])[CH:11]([NH:17][C:30](=[O:31])[C:29]1[CH:33]=[CH:34][C:26]([F:25])=[CH:27][CH:28]=1)[C:12](=[O:16])[CH:13]([CH3:15])[CH3:14])[C:3]1[CH:8]=[CH:7][CH:6]=[CH:5][CH:4]=1, predict the reactants needed to synthesize it. The reactants are: Cl.[CH2:2]([O:9][C:10](=[O:18])[CH:11]([NH2:17])[C:12](=[O:16])[CH:13]([CH3:15])[CH3:14])[C:3]1[CH:8]=[CH:7][CH:6]=[CH:5][CH:4]=1.C(=O)([O-])[O-].[K+].[K+].[F:25][C:26]1[CH:34]=[CH:33][C:29]([C:30](Cl)=[O:31])=[CH:28][CH:27]=1.C(OCC)(=O)C. (3) Given the product [CH2:1]([O:8][C:9]([NH:11][C@@H:12]([C:19]1[CH:24]=[CH:23][CH:22]=[C:21]([N+:25]([O-:27])=[O:26])[CH:20]=1)[CH2:13][C:14]([O:16][CH2:17][CH3:18])=[O:15])=[O:10])[C:2]1[CH:7]=[CH:6][CH:5]=[CH:4][CH:3]=1, predict the reactants needed to synthesize it. The reactants are: [CH2:1]([O:8][C:9]([NH:11][C@H:12]([C:19]1[CH:24]=[CH:23][CH:22]=[C:21]([N+:25]([O-:27])=[O:26])[CH:20]=1)[CH2:13][C:14]([O:16][CH2:17][CH3:18])=[O:15])=[O:10])[C:2]1[CH:7]=[CH:6][CH:5]=[CH:4][CH:3]=1.Cl.N[C@@H](C1C=CC=C([N+]([O-])=O)C=1)CC(OCC)=O.C(OC(ON1C(=O)CCC1=O)=O)C1C=CC=CC=1. (4) Given the product [CH3:22][O:23][C:24](=[O:34])[CH2:25][C:26]1[CH:31]=[CH:30][C:29]([C:18]#[C:17][C:9]2[CH:8]=[C:7]([O:19][CH3:20])[C:6]3[CH:5]([N:4]([CH:1]4[CH2:3][CH2:2]4)[CH3:21])[CH2:14][CH2:13][C:12]([CH3:15])([CH3:16])[C:11]=3[CH:10]=2)=[CH:28][C:27]=1[F:33], predict the reactants needed to synthesize it. The reactants are: [CH:1]1([N:4]([CH3:21])[CH:5]2[CH2:14][CH2:13][C:12]([CH3:16])([CH3:15])[C:11]3[CH:10]=[C:9]([C:17]#[CH:18])[CH:8]=[C:7]([O:19][CH3:20])[C:6]2=3)[CH2:3][CH2:2]1.[CH3:22][O:23][C:24](=[O:34])[CH2:25][C:26]1[CH:31]=[CH:30][C:29](I)=[CH:28][C:27]=1[F:33].C(N(CC)CC)C.C(OCC)(=O)C. (5) The reactants are: Cl.C(N=C=NCCCN(C)C)C.[O:13]=[C:14]1[N:19]([C:20]2[CH:25]=[CH:24][C:23]([O:26][CH2:27][C:28]([F:31])([F:30])[F:29])=[CH:22][CH:21]=2)[C:18]([S:32][CH2:33][CH2:34][CH2:35][C:36](O)=[O:37])=[N:17][C:16]2[CH:39]=[CH:40][NH:41][C:15]1=2.[NH:42]1[CH2:46][CH2:45][CH:44]([OH:47])[CH2:43]1.ON1C2C=CC=CC=2N=N1. Given the product [OH:47][CH:44]1[CH2:45][CH2:46][N:42]([C:36](=[O:37])[CH2:35][CH2:34][CH2:33][S:32][C:18]2[N:19]([C:20]3[CH:25]=[CH:24][C:23]([O:26][CH2:27][C:28]([F:31])([F:30])[F:29])=[CH:22][CH:21]=3)[C:14](=[O:13])[C:15]3[NH:41][CH:40]=[CH:39][C:16]=3[N:17]=2)[CH2:43]1, predict the reactants needed to synthesize it. (6) Given the product [CH2:28]([O:27][C@@H:4]([CH2:5][C:6]1[CH:11]=[CH:10][C:9]([O:12][CH2:13][C:14]2[N:15]=[C:16]([C:20]3[CH:25]=[CH:24][CH:23]=[CH:22][CH:21]=3)[O:17][C:18]=2[CH3:19])=[CH:8][C:7]=1[CH3:26])[C:3]([OH:30])=[O:2])[CH3:29], predict the reactants needed to synthesize it. The reactants are: C[O:2][C:3](=[O:30])[C@@H:4]([O:27][CH2:28][CH3:29])[CH2:5][C:6]1[CH:11]=[CH:10][C:9]([O:12][CH2:13][C:14]2[N:15]=[C:16]([C:20]3[CH:25]=[CH:24][CH:23]=[CH:22][CH:21]=3)[O:17][C:18]=2[CH3:19])=[CH:8][C:7]=1[CH3:26].[Li+].[OH-]. (7) Given the product [CH3:1][NH:2][C:3]1[N:8]=[C:7]([CH:9]2[CH2:14][CH2:13][CH:12]([N:16]3[CH2:19][CH:18]([NH:20][C:21]([CH2:23][NH:24][C:25](=[O:36])[C:26]4[CH:31]=[CH:30][CH:29]=[C:28]([C:32]([F:35])([F:33])[F:34])[CH:27]=4)=[O:22])[CH2:17]3)[CH2:11][CH2:10]2)[CH:6]=[CH:5][CH:4]=1, predict the reactants needed to synthesize it. The reactants are: [CH3:1][NH:2][C:3]1[N:8]=[C:7]([CH:9]2[CH2:14][CH2:13][C:12](=O)[CH2:11][CH2:10]2)[CH:6]=[CH:5][CH:4]=1.[NH:16]1[CH2:19][CH:18]([NH:20][C:21]([CH2:23][NH:24][C:25](=[O:36])[C:26]2[CH:31]=[CH:30][CH:29]=[C:28]([C:32]([F:35])([F:34])[F:33])[CH:27]=2)=[O:22])[CH2:17]1.